From a dataset of Full USPTO retrosynthesis dataset with 1.9M reactions from patents (1976-2016). Predict the reactants needed to synthesize the given product. Given the product [Cl:4][C:5]1[CH:6]=[C:7]([CH:10]=[CH:11][C:12]=1[O:13][CH2:19][C:18]1[CH:21]=[CH:22][C:15]([Cl:14])=[CH:16][CH:17]=1)[CH:8]=[O:9], predict the reactants needed to synthesize it. The reactants are: C(#N)C.[Cl:4][C:5]1[CH:6]=[C:7]([CH:10]=[CH:11][C:12]=1[OH:13])[CH:8]=[O:9].[Cl:14][C:15]1[CH:22]=[CH:21][C:18]([CH2:19]Br)=[CH:17][CH:16]=1.C(=O)([O-])[O-].[K+].[K+].